Task: Predict the product of the given reaction.. Dataset: Forward reaction prediction with 1.9M reactions from USPTO patents (1976-2016) (1) The product is: [CH3:23][C:13]1[S:14][C:15]([C:16]2[CH:17]=[C:18]([CH3:22])[CH:19]=[CH:20][CH:21]=2)=[C:11]([C:9]([N:8]2[CH2:7][C@@H:6]3[C@@H:4]([CH2:5]3)[C@H:3]2[CH2:2][NH:1][C:34]([C:33]2[C:28]3[O:27][CH2:26][CH2:25][O:24][C:29]=3[CH:30]=[CH:31][CH:32]=2)=[O:35])=[O:10])[N:12]=1. Given the reactants [NH2:1][CH2:2][C@H:3]1[N:8]([C:9]([C:11]2[N:12]=[C:13]([CH3:23])[S:14][C:15]=2[C:16]2[CH:17]=[C:18]([CH3:22])[CH:19]=[CH:20][CH:21]=2)=[O:10])[CH2:7][C@@H:6]2[C@H:4]1[CH2:5]2.[O:24]1[C:29]2[CH:30]=[CH:31][CH:32]=[C:33]([C:34](O)=[O:35])[C:28]=2[O:27][CH2:26][CH2:25]1, predict the reaction product. (2) Given the reactants [C:1]([CH2:3][C:4]([OH:6])=[O:5])#[N:2].[CH2:7](O)[CH2:8][CH2:9][CH2:10][CH2:11][CH2:12][CH2:13][CH2:14][CH2:15][CH3:16].CS(O)(=O)=O, predict the reaction product. The product is: [CH2:7]([O:5][C:4](=[O:6])[CH2:3][C:1]#[N:2])[CH2:8][CH2:9][CH2:10][CH2:11][CH2:12][CH2:13][CH2:14][CH2:15][CH3:16]. (3) Given the reactants [NH2:1][C:2]1[C:7]([C:8]2[O:12][N:11]=[C:10]([CH2:13][C:14]3[CH:19]=[CH:18][C:17]([OH:20])=[CH:16][CH:15]=3)[CH:9]=2)=[CH:6][CH:5]=[CH:4][N:3]=1.[OH-].[Na+].[F:23][C:24]1[CH:25]=[C:26]([CH:29]=[CH:30][CH:31]=1)[CH2:27]Br, predict the reaction product. The product is: [F:23][C:24]1[CH:25]=[C:26]([CH:29]=[CH:30][CH:31]=1)[CH2:27][O:20][C:17]1[CH:18]=[CH:19][C:14]([CH2:13][C:10]2[CH:9]=[C:8]([C:7]3[C:2]([NH2:1])=[N:3][CH:4]=[CH:5][CH:6]=3)[O:12][N:11]=2)=[CH:15][CH:16]=1. (4) Given the reactants Cl[C:2]1[N:3]=[C:4]([NH:13][C@@H:14]([C:16]2[CH:21]=[CH:20][CH:19]=[CH:18][CH:17]=2)[CH3:15])[C:5]2[S:10][CH:9]=[C:8]([CH:11]=[CH2:12])[C:6]=2[N:7]=1.[O:22]1[CH2:27][CH2:26][N:25]([CH2:28][CH2:29][NH2:30])[CH2:24][CH2:23]1, predict the reaction product. The product is: [O:22]1[CH2:27][CH2:26][N:25]([CH2:28][CH2:29][NH:30][C:2]2[N:3]=[C:4]([NH:13][C@@H:14]([C:16]3[CH:21]=[CH:20][CH:19]=[CH:18][CH:17]=3)[CH3:15])[C:5]3[S:10][CH:9]=[C:8]([CH:11]=[CH2:12])[C:6]=3[N:7]=2)[CH2:24][CH2:23]1. (5) Given the reactants [F:1][C:2]1[CH:7]=[CH:6][CH:5]=[CH:4][C:3]=1[NH:8][C:9]1[O:13][C:12]([C:14]([O:16]CC)=O)=[N:11][N:10]=1.[OH-].[Na+].[CH:21]([N:24]1[CH2:29][CH2:28][N:27]([C:30]2[CH:35]=[CH:34][C:33]([NH2:36])=[CH:32][CH:31]=2)[CH2:26][CH2:25]1)([CH3:23])[CH3:22].C1C=CC2N(O)N=NC=2C=1.CCN=C=NCCCN(C)C, predict the reaction product. The product is: [F:1][C:2]1[CH:7]=[CH:6][CH:5]=[CH:4][C:3]=1[NH:8][C:9]1[O:13][C:12]([C:14]([NH:36][C:33]2[CH:32]=[CH:31][C:30]([N:27]3[CH2:26][CH2:25][N:24]([CH:21]([CH3:23])[CH3:22])[CH2:29][CH2:28]3)=[CH:35][CH:34]=2)=[O:16])=[N:11][N:10]=1. (6) Given the reactants C1(CN(C)C2C=C(O)C(=O)NN=2)CC1.C([O:22][C:23]1[CH:24]=[C:25]([N:37]([CH2:39][CH:40]2[CH2:45][CH2:44][CH2:43][CH2:42][CH2:41]2)[CH3:38])[N:26]=[N:27][C:28]=1[O:29]CC1C=CC=CC=1)C1C=CC=CC=1, predict the reaction product. The product is: [CH:40]1([CH2:39][N:37]([CH3:38])[C:25]2[CH:24]=[C:23]([OH:22])[C:28](=[O:29])[NH:27][N:26]=2)[CH2:41][CH2:42][CH2:43][CH2:44][CH2:45]1. (7) Given the reactants [CH3:1][O:2][C:3](=[O:24])[CH:4]([NH:16][C:17](=[O:23])[CH:18]([NH2:22])[CH2:19][O:20][CH3:21])[CH2:5][C:6]1[CH:15]=[CH:14][C:13]2[C:8](=[CH:9][CH:10]=[CH:11][CH:12]=2)[CH:7]=1.[N+:25]([C:28]1[CH:33]=[CH:32][CH:31]=[CH:30][C:29]=1[S:34](Cl)(=[O:36])=[O:35])([O-:27])=[O:26].C(N(CC)CC)C.OS([O-])(=O)=O.[K+], predict the reaction product. The product is: [CH3:1][O:2][C:3](=[O:24])[CH:4]([NH:16][C:17](=[O:23])[CH:18]([NH:22][S:34]([C:29]1[CH:30]=[CH:31][CH:32]=[CH:33][C:28]=1[N+:25]([O-:27])=[O:26])(=[O:35])=[O:36])[CH2:19][O:20][CH3:21])[CH2:5][C:6]1[CH:15]=[CH:14][C:13]2[C:8](=[CH:9][CH:10]=[CH:11][CH:12]=2)[CH:7]=1.